This data is from Reaction yield outcomes from USPTO patents with 853,638 reactions. The task is: Predict the reaction yield, written as a fraction of the theoretical maximum amount of product (1.0 means a 100% yield; for example, 0.34 means a 34% yield). (1) The reactants are [Cl:1][C:2]1[CH:7]=[CH:6][C:5]([N:8]([C@H:12]2[C:21]3[C:16](=[CH:17][CH:18]=[CH:19][CH:20]=3)[N:15]([C:22](=[O:30])[C:23]3[CH:28]=[CH:27][C:26]([OH:29])=[CH:25][CH:24]=3)[C@@H:14]([CH3:31])[CH2:13]2)[C:9](=[O:11])[CH3:10])=[CH:4][CH:3]=1.C([O-])([O-])=O.[K+].[K+].Br[CH2:39][CH2:40][N:41]1[CH:45]=[CH:44][N:43]=[CH:42]1. The catalyst is CN(C=O)C. The product is [Cl:1][C:2]1[CH:3]=[CH:4][C:5]([N:8]([C@H:12]2[C:21]3[C:16](=[CH:17][CH:18]=[CH:19][CH:20]=3)[N:15]([C:22](=[O:30])[C:23]3[CH:24]=[CH:25][C:26]([O:29][CH2:39][CH2:40][N:41]4[CH:45]=[CH:44][N:43]=[CH:42]4)=[CH:27][CH:28]=3)[C@@H:14]([CH3:31])[CH2:13]2)[C:9](=[O:11])[CH3:10])=[CH:6][CH:7]=1. The yield is 0.760. (2) The reactants are [CH2:1]([O:3][C:4]([C@@H:6]1[C@H:11]2[C@H:12]3[C@H:21]([CH2:22][CH2:23][C@:9]2([CH3:10])[C@@H:8]([OH:26])[CH2:7]1)[C:20]1[CH:19]=[CH:18][C:17]([O:24][CH3:25])=[CH:16][C:15]=1[CH2:14][CH2:13]3)=[O:5])[CH3:2].[CH2:27](Cl)[O:28][CH3:29].O. The catalyst is C1(C)C=CC=CC=1. The product is [CH2:1]([O:3][C:4]([C@@H:6]1[C@H:11]2[C@H:12]3[C@H:21]([CH2:22][CH2:23][C@:9]2([CH3:10])[C@@H:8]([O:26][CH2:27][O:28][CH3:29])[CH2:7]1)[C:20]1[CH:19]=[CH:18][C:17]([O:24][CH3:25])=[CH:16][C:15]=1[CH2:14][CH2:13]3)=[O:5])[CH3:2]. The yield is 0.800. (3) The reactants are [Br:1][C:2]1[CH:11]=[CH:10][CH:9]=[C:8]2[C:3]=1[CH2:4][CH2:5][C:6]([NH2:15])([C:12]([OH:14])=[O:13])[CH2:7]2.C(N(CC)CC)C.[C:23](=O)([O:39]N1C(=O)CCC1=O)[O:24][CH2:25][CH:26]1[C:38]2[CH:37]=[CH:36][CH:35]=[CH:34][C:33]=2[C:32]2[C:27]1=[CH:28][CH:29]=[CH:30][CH:31]=2. The catalyst is C(#N)C.O. The product is [C:23]([CH:7]1[C:8]2[C:3](=[C:2]([Br:1])[CH:11]=[CH:10][CH:9]=2)[CH2:4][CH2:5][C:6]1([NH2:15])[C:12]([OH:14])=[O:13])([O:24][CH2:25][CH:26]1[C:27]2[C:32](=[CH:31][CH:30]=[CH:29][CH:28]=2)[C:33]2[C:38]1=[CH:37][CH:36]=[CH:35][CH:34]=2)=[O:39]. The yield is 0.680. (4) The reactants are [Si]([O:8][C:9]1[CH:14]=[CH:13][CH:12]=[CH:11][C:10]=1[NH:15][C:16]1[N:24]=[C:23]2[C:19]([NH:20][C:21](=[O:33])[N:22]2[C:25]2[CH:30]=[CH:29][CH:28]=[CH:27][C:26]=2[O:31][CH3:32])=[C:18]([C:34]([O:36]CC)=O)[N:17]=1)(C(C)(C)C)(C)C.[NH2:39]C1C(C(OCC)=O)=NC(NC2C=CC=CC=2O[Si](C(C)(C)C)(C)C)=NC=1NC1C=CC=CC=1OC.C(N1C=CN=C1)(N1C=CN=C1)=O. The catalyst is C(Cl)Cl. The product is [OH:8][C:9]1[CH:14]=[CH:13][CH:12]=[CH:11][C:10]=1[NH:15][C:16]1[N:24]=[C:23]2[C:19]([NH:20][C:21](=[O:33])[N:22]2[C:25]2[CH:30]=[CH:29][CH:28]=[CH:27][C:26]=2[O:31][CH3:32])=[C:18]([C:34]([NH2:39])=[O:36])[N:17]=1. The yield is 0.960.